This data is from Reaction yield outcomes from USPTO patents with 853,638 reactions. The task is: Predict the reaction yield, written as a fraction of the theoretical maximum amount of product (1.0 means a 100% yield; for example, 0.34 means a 34% yield). (1) The reactants are Cl[C:2]1[CH:7]=[CH:6][N:5]=[C:4]([N:8]2[CH2:19][CH2:18][N:17]3[C:10](=[CH:11][C:12]4[CH2:13][C:14]([CH3:21])([CH3:20])[CH2:15][C:16]=43)[C:9]2=[O:22])[C:3]=1[CH:23]=[O:24].[CH3:25][N:26]1[CH:31]=[C:30](B2OC(C)(C)C(C)(C)O2)[CH:29]=[C:28]([NH:41][C:42]2[CH:51]=[C:45]3[CH2:46][N:47]([CH3:50])[CH2:48][CH2:49][N:44]3[N:43]=2)[C:27]1=[O:52]. The catalyst is C1C=CC(P(C2C=CC=CC=2)[C-]2C=CC=C2)=CC=1.C1C=CC(P(C2C=CC=CC=2)[C-]2C=CC=C2)=CC=1.Cl[Pd]Cl.[Fe+2].CN(C=O)C. The product is [CH3:20][C:14]1([CH3:21])[CH2:13][C:12]2[CH:11]=[C:10]3[N:17]([CH2:18][CH2:19][N:8]([C:4]4[C:3]([CH:23]=[O:24])=[C:2]([C:30]5[CH:29]=[C:28]([NH:41][C:42]6[CH:51]=[C:45]7[CH2:46][N:47]([CH3:50])[CH2:48][CH2:49][N:44]7[N:43]=6)[C:27](=[O:52])[N:26]([CH3:25])[CH:31]=5)[CH:7]=[CH:6][N:5]=4)[C:9]3=[O:22])[C:16]=2[CH2:15]1. The yield is 0.746. (2) The reactants are [C:1]([C:5]1[CH:10]=[CH:9][C:8]([N+:11]([O-:13])=[O:12])=[CH:7][C:6]=1[CH2:14][NH2:15])([CH3:4])([CH3:3])[CH3:2].[CH3:16][C:17]([O:20][C:21](O[C:21]([O:20][C:17]([CH3:19])([CH3:18])[CH3:16])=[O:22])=[O:22])([CH3:19])[CH3:18]. The catalyst is C1COCC1.O. The product is [C:1]([C:5]1[CH:10]=[CH:9][C:8]([N+:11]([O-:13])=[O:12])=[CH:7][C:6]=1[CH2:14][NH:15][C:21](=[O:22])[O:20][C:17]([CH3:19])([CH3:18])[CH3:16])([CH3:4])([CH3:2])[CH3:3]. The yield is 0.780. (3) The reactants are C([O:4][CH2:5][C:6]([N:8]1[CH2:17][CH2:16][C:15]2[C:10](=[CH:11][CH:12]=[C:13]([N:18]3[CH2:22][C@H:21]([CH2:23][NH:24][C:25](=[O:27])[CH3:26])[O:20][C:19]3=[O:28])[CH:14]=2)[CH2:9]1)=[O:7])(=O)C.C([O-])([O-])=O.[K+].[K+].Cl. The catalyst is CO. The product is [OH:4][CH2:5][C:6]([N:8]1[CH2:17][CH2:16][C:15]2[C:10](=[CH:11][CH:12]=[C:13]([N:18]3[CH2:22][C@H:21]([CH2:23][NH:24][C:25](=[O:27])[CH3:26])[O:20][C:19]3=[O:28])[CH:14]=2)[CH2:9]1)=[O:7]. The yield is 0.710.